From a dataset of Full USPTO retrosynthesis dataset with 1.9M reactions from patents (1976-2016). Predict the reactants needed to synthesize the given product. (1) Given the product [CH:36]1([CH2:35][O:1][C:2]2[CH:3]=[CH:4][C:5]([N:8]3[C:13](=[O:14])[C:12]([CH2:15][C:16]4[CH:21]=[CH:20][C:19]([C:22]5[C:23]([C:28]#[N:29])=[CH:24][CH:25]=[CH:26][CH:27]=5)=[CH:18][CH:17]=4)=[C:11]([CH2:30][CH2:31][CH3:32])[N:10]=[C:9]3[CH3:33])=[CH:6][CH:7]=2)[CH2:38][CH2:37]1, predict the reactants needed to synthesize it. The reactants are: [OH:1][C:2]1[CH:7]=[CH:6][C:5]([N:8]2[C:13](=[O:14])[C:12]([CH2:15][C:16]3[CH:21]=[CH:20][C:19]([C:22]4[C:23]([C:28]#[N:29])=[CH:24][CH:25]=[CH:26][CH:27]=4)=[CH:18][CH:17]=3)=[C:11]([CH2:30][CH2:31][CH3:32])[N:10]=[C:9]2[CH3:33])=[CH:4][CH:3]=1.Br[CH2:35][CH:36]1[CH2:38][CH2:37]1.C(=O)([O-])[O-].[Cs+].[Cs+].C(OCC)(=O)C. (2) Given the product [C:10]([O:9][C:8]([NH:7][CH:4]1[CH2:3][CH2:2][N:1]([C:20]([O:21][CH2:22][C:23]2[CH:28]=[C:27]([C:29]#[N:30])[CH:26]=[C:25]([Cl:31])[CH:24]=2)=[O:32])[CH2:6][CH2:5]1)=[O:14])([CH3:11])([CH3:13])[CH3:12], predict the reactants needed to synthesize it. The reactants are: [NH:1]1[CH2:6][CH2:5][CH:4]([NH:7][C:8](=[O:14])[O:9][C:10]([CH3:13])([CH3:12])[CH3:11])[CH2:3][CH2:2]1.C(=O)(O)[O-].[Na+].[C:20](Cl)(=[O:32])[O:21][CH2:22][C:23]1[CH:28]=[C:27]([C:29]#[N:30])[CH:26]=[C:25]([Cl:31])[CH:24]=1. (3) Given the product [CH3:32][N:30]([CH3:31])[CH2:29][CH2:28][O:27][C:22]1[CH:21]=[C:20]([O:33][CH3:34])[CH:19]=[C:18]2[C:23]=1[C:24](=[O:26])[NH:25][C:16]([C:12]1[CH:11]=[C:10]([CH3:35])[C:9]([OH:8])=[C:14]([CH3:15])[CH:13]=1)=[N:17]2, predict the reactants needed to synthesize it. The reactants are: C([O:8][C:9]1[C:14]([CH3:15])=[CH:13][C:12]([C:16]2[NH:25][C:24](=[O:26])[C:23]3[C:18](=[CH:19][C:20]([O:33][CH3:34])=[CH:21][C:22]=3[O:27][CH2:28][CH2:29][N:30]([CH3:32])[CH3:31])[N:17]=2)=[CH:11][C:10]=1[CH3:35])C1C=CC=CC=1.